Task: Regression. Given a peptide amino acid sequence and an MHC pseudo amino acid sequence, predict their binding affinity value. This is MHC class II binding data.. Dataset: Peptide-MHC class II binding affinity with 134,281 pairs from IEDB (1) The peptide sequence is VRFQEAANKQKQELD. The MHC is HLA-DQA10301-DQB10302 with pseudo-sequence HLA-DQA10301-DQB10302. The binding affinity (normalized) is 0.194. (2) The peptide sequence is KLKFNSVIVNPSLNG. The MHC is DRB1_1302 with pseudo-sequence DRB1_1302. The binding affinity (normalized) is 0.251. (3) The peptide sequence is IYKASPTLAFPAGVC. The MHC is HLA-DPA10201-DPB10101 with pseudo-sequence HLA-DPA10201-DPB10101. The binding affinity (normalized) is 0.276. (4) The peptide sequence is IDEVVAAFREARLRH. The MHC is DRB1_0701 with pseudo-sequence DRB1_0701. The binding affinity (normalized) is 0.174. (5) The peptide sequence is QLALHKMKSSDAREE. The MHC is DRB1_0405 with pseudo-sequence DRB1_0405. The binding affinity (normalized) is 0.479.